From a dataset of Reaction yield outcomes from USPTO patents with 853,638 reactions. Predict the reaction yield, written as a fraction of the theoretical maximum amount of product (1.0 means a 100% yield; for example, 0.34 means a 34% yield). (1) The reactants are [O:1]=[S:2]1(=[O:49])[CH2:7][CH2:6][N:5]([CH2:8][CH2:9][NH:10][C@:11]23[CH2:45][CH2:44][C@@H:43]([C:46]([CH3:48])=[CH2:47])[C@@H:12]2[C@@H:13]2[C@@:26]([CH3:29])([CH2:27][CH2:28]3)[C@@:25]3([CH3:30])[C@@H:16]([C@:17]4([CH3:42])[C@@H:22]([CH2:23][CH2:24]3)[C:21]([CH3:32])([CH3:31])[C:20]([C:33]3[CH:41]=[CH:40][C:36]([C:37]([OH:39])=[O:38])=[CH:35][CH:34]=3)=[CH:19][CH2:18]4)[CH2:15][CH2:14]2)[CH2:4][CH2:3]1.[H][H]. The catalyst is CO.C(OCC)(=O)C.[Pd]. The product is [O:49]=[S:2]1(=[O:1])[CH2:7][CH2:6][N:5]([CH2:8][CH2:9][NH:10][C@:11]23[CH2:45][CH2:44][C@@H:43]([CH:46]([CH3:47])[CH3:48])[C@@H:12]2[C@@H:13]2[C@@:26]([CH3:29])([CH2:27][CH2:28]3)[C@@:25]3([CH3:30])[C@@H:16]([C@:17]4([CH3:42])[C@@H:22]([CH2:23][CH2:24]3)[C:21]([CH3:32])([CH3:31])[C:20]([C:33]3[CH:41]=[CH:40][C:36]([C:37]([OH:39])=[O:38])=[CH:35][CH:34]=3)=[CH:19][CH2:18]4)[CH2:15][CH2:14]2)[CH2:4][CH2:3]1. The yield is 0.280. (2) The reactants are I[C:2]1[CH:3]=[CH:4][CH:5]=[C:6]2[C:10]=1[C:9](=[O:11])[NH:8][CH2:7]2.C(N(CC)CC)C.C1(P(C2C=CC=CC=2)C2C=CC=CC=2)C=CC=CC=1.[CH3:38][Si:39]([C:42]#[CH:43])([CH3:41])[CH3:40]. The catalyst is CN(C=O)C.[Cu]I. The product is [CH3:38][Si:39]([C:42]#[C:43][C:2]1[CH:3]=[CH:4][CH:5]=[C:6]2[C:10]=1[C:9](=[O:11])[NH:8][CH2:7]2)([CH3:41])[CH3:40]. The yield is 0.490. (3) The yield is 0.720. The catalyst is C(#N)C. The reactants are [C:1]([CH2:3][CH2:4][NH:5][C:6]([CH3:11])([C:8]([OH:10])=[O:9])[CH3:7])#[N:2].O.O.O.O.O.[OH-].C[N+](C)(C)C.[CH3:23][C:24]([O:27][C:28](O[C:28]([O:27][C:24]([CH3:26])([CH3:25])[CH3:23])=[O:29])=[O:29])([CH3:26])[CH3:25]. The product is [C:24]([O:27][C:28]([N:5]([CH2:4][CH2:3][C:1]#[N:2])[C:6]([CH3:11])([C:8]([OH:10])=[O:9])[CH3:7])=[O:29])([CH3:26])([CH3:25])[CH3:23]. (4) The reactants are [C:1]([C:3]1[CH:4]=[C:5]([C:17]([OH:19])=O)[CH:6]=[C:7]2[C:12]=1[O:11][C:10]([CH3:14])([CH3:13])[CH2:9][C:8]2([CH3:16])[CH3:15])#[CH:2].C(N(CC)CC)C.ClC(OCC)=O.[N-:33]=[N+:34]=[N-:35].[Na+]. The product is [C:1]([C:3]1[CH:4]=[C:5]([C:17]([N:33]=[N+:34]=[N-:35])=[O:19])[CH:6]=[C:7]2[C:12]=1[O:11][C:10]([CH3:14])([CH3:13])[CH2:9][C:8]2([CH3:16])[CH3:15])#[CH:2]. The catalyst is O1CCCC1.O. The yield is 0.560. (5) The reactants are [N:1]([C:4]1[C:9]([F:10])=[CH:8][N:7]=[CH:6][C:5]=1/[CH:11]=[N:12]/[C:13]1[C:20]([F:21])=[CH:19][CH:18]=[CH:17][C:14]=1[C:15]#[N:16])=[N+]=[N-]. The catalyst is C1(C)C=CC=CC=1. The product is [F:21][C:20]1[C:13]([N:12]2[CH:11]=[C:5]3[CH:6]=[N:7][CH:8]=[C:9]([F:10])[C:4]3=[N:1]2)=[C:14]([CH:17]=[CH:18][CH:19]=1)[C:15]#[N:16]. The yield is 0.860. (6) The reactants are [NH:1]1[CH:5]=[CH:4][C:3]([C:6]2[CH:18]=[CH:17][CH:16]=[CH:15][C:7]=2[O:8][CH2:9][C:10]([O:12]CC)=O)=[N:2]1.[NH2:19][CH2:20][CH:21]([OH:33])[CH2:22][N:23]1[CH2:32][CH2:31][C:30]2[C:25](=[CH:26][CH:27]=[CH:28][CH:29]=2)[CH2:24]1. The catalyst is CCO.C(OCC)(=O)C. The product is [NH:1]1[CH:5]=[CH:4][C:3]([C:6]2[CH:18]=[CH:17][CH:16]=[CH:15][C:7]=2[O:8][CH2:9][C:10]([NH:19][CH2:20][CH:21]([OH:33])[CH2:22][N:23]2[CH2:32][CH2:31][C:30]3[C:25](=[CH:26][CH:27]=[CH:28][CH:29]=3)[CH2:24]2)=[O:12])=[N:2]1. The yield is 0.440. (7) The reactants are [NH2:1][C:2]1[N:3]([C:10]2[C:15]([CH3:16])=[CH:14][C:13]([CH3:17])=[CH:12][C:11]=2[CH3:18])[C:4]([CH3:9])=[CH:5][C:6]=1[C:7]#[N:8].[C:19](OC(=O)C)(=[O:21])[CH3:20]. The catalyst is C(O)(=O)C. The product is [C:7]([C:6]1[CH:5]=[C:4]([CH3:9])[N:3]([C:10]2[C:15]([CH3:16])=[CH:14][C:13]([CH3:17])=[CH:12][C:11]=2[CH3:18])[C:2]=1[NH:1][C:19](=[O:21])[CH3:20])#[N:8]. The yield is 1.00. (8) The reactants are [CH3:1][NH:2][C:3]([C:5]1[CH:6]=[C:7]([CH:18]=[CH:19][CH:20]=1)[O:8][C:9]1[CH:14]=[CH:13][C:12]([N+:15]([O-])=O)=[CH:11][CH:10]=1)=[O:4]. The catalyst is CCOC(C)=O.[Pd]. The product is [CH3:1][NH:2][C:3]([C:5]1[CH:6]=[C:7]([CH:18]=[CH:19][CH:20]=1)[O:8][C:9]1[CH:14]=[CH:13][C:12]([NH2:15])=[CH:11][CH:10]=1)=[O:4]. The yield is 0.560.